This data is from Forward reaction prediction with 1.9M reactions from USPTO patents (1976-2016). The task is: Predict the product of the given reaction. (1) Given the reactants C(OC(=O)[CH:5]([C:9]1[CH:14]=[CH:13][C:12]([O:15][CH2:16][CH2:17][CH2:18][O:19][C:20]2[CH:25]=[CH:24][C:23]([O:26][C:27]3[CH:32]=[CH:31][CH:30]=[CH:29][CH:28]=3)=[CH:22][C:21]=2[CH2:33][CH:34]=[CH2:35])=[CH:11][CH:10]=1)[CH2:6][O:7][CH3:8])C.[C:37]([O:40]CC)(=[O:39])C, predict the reaction product. The product is: [CH3:8][O:7][C@@H:6]([CH2:5][C:9]1[CH:10]=[CH:11][C:12]([O:15][CH2:16][CH2:17][CH2:18][O:19][C:20]2[CH:25]=[CH:24][C:23]([O:26][C:27]3[CH:32]=[CH:31][CH:30]=[CH:29][CH:28]=3)=[CH:22][C:21]=2[CH2:33][CH2:34][CH3:35])=[CH:13][CH:14]=1)[C:37]([OH:40])=[O:39]. (2) Given the reactants [C:1]1(=[O:7])[O:6][C:4](=[O:5])[CH2:3][CH2:2]1.[CH3:8][N:9]1[CH2:14][CH2:13][NH:12][CH2:11][CH2:10]1, predict the reaction product. The product is: [CH3:8][N:9]1[CH2:14][CH2:13][N:12]([C:1](=[O:7])[CH2:2][CH2:3][C:4]([OH:6])=[O:5])[CH2:11][CH2:10]1. (3) Given the reactants Br[C:2]1[C:3]2C=C3[C@@H](CC(O)=O)CCN3C=2C=C(F)[CH:10]=1.Br[C:20]1[C:21]2[CH:22]=[C:23]3[C@@H:32]([CH2:33][C:34]([O:36][CH3:37])=[O:35])[CH2:31][CH2:30][N:24]3[C:25]=2[CH:26]=[C:27]([F:29])[CH:28]=1, predict the reaction product. The product is: [CH3:37][O:36][C:34](=[O:35])[CH2:33][C@@H:32]1[C:23]2=[CH:22][C:21]3[C:20]([CH:2]([CH3:3])[CH3:10])=[CH:28][C:27]([F:29])=[CH:26][C:25]=3[N:24]2[CH2:30][CH2:31]1. (4) Given the reactants [F:1][C:2]1[CH:3]=[C:4]([NH:26][S:27]([CH3:30])(=[O:29])=[O:28])[CH:5]=[CH:6][C:7]=1[N:8]1[CH2:25][CH2:24][CH2:23][C@:10]2([C:14](=[O:15])[N:13]([C@H:16]3[CH2:21][CH2:20][C@H:19]([OH:22])[CH2:18][CH2:17]3)[CH2:12][CH2:11]2)[CH2:9]1.CI.[C:33](=O)([O-])[O-].[K+].[K+].CC(C)=O, predict the reaction product. The product is: [F:1][C:2]1[CH:3]=[C:4]([N:26]([CH3:33])[S:27]([CH3:30])(=[O:29])=[O:28])[CH:5]=[CH:6][C:7]=1[N:8]1[CH2:25][CH2:24][CH2:23][C@:10]2([C:14](=[O:15])[N:13]([C@H:16]3[CH2:17][CH2:18][C@H:19]([OH:22])[CH2:20][CH2:21]3)[CH2:12][CH2:11]2)[CH2:9]1. (5) Given the reactants [CH3:1][O:2][C:3]([C@H:5]1[N:9]2[C:10](=[O:31])[C:11]([NH:28][CH:29]=[O:30])=[C:12]([CH2:17][C:18]3[C:27]4[C:22](=[CH:23][CH:24]=[CH:25][CH:26]=4)[CH:21]=[CH:20][CH:19]=3)[C:13]([CH:14]3[CH2:16][CH2:15]3)=[C:8]2[S:7][CH2:6]1)=[O:4].CO[C:34]([C@H:36]1N2C(=O)C(N)=C(CC3C4C(=CC=CC=4)C=CC=3)C(C3C=CC=CC=3)=C2S[CH2:37]1)=O.C(CC(OC(=O)CC=O)=O)=O, predict the reaction product. The product is: [CH3:1][O:2][C:3]([C@H:5]1[N:9]2[C:10](=[O:31])[C:11]([NH:28][CH:29]=[O:30])=[C:12]([CH2:17][C:18]3[C:27]4[C:22](=[CH:23][CH:24]=[CH:25][CH:26]=4)[CH:21]=[CH:20][CH:19]=3)[C:13]([C:14]3[CH:16]=[CH:37][CH:36]=[CH:34][CH:15]=3)=[C:8]2[S:7][CH2:6]1)=[O:4].